Dataset: Forward reaction prediction with 1.9M reactions from USPTO patents (1976-2016). Task: Predict the product of the given reaction. (1) Given the reactants [Cl:1][C:2]1[CH:3]=[C:4]([CH:17]=[CH:18][C:19]=1[Cl:20])[CH2:5][C:6]1[CH:16]=[CH:15][C:9]([C:10]([O:12]CC)=[O:11])=[CH:8][CH:7]=1.[OH-].[Li+], predict the reaction product. The product is: [Cl:1][C:2]1[CH:3]=[C:4]([CH:17]=[CH:18][C:19]=1[Cl:20])[CH2:5][C:6]1[CH:16]=[CH:15][C:9]([C:10]([OH:12])=[O:11])=[CH:8][CH:7]=1. (2) Given the reactants [NH2:1][C:2]1[C:10]([O:11][CH3:12])=[CH:9][C:5]([C:6]([OH:8])=O)=[C:4]([F:13])[CH:3]=1.[NH:14]1[CH2:19][CH2:18][O:17][CH2:16][CH2:15]1.CN(C(ON1N=NC2C=CC=NC1=2)=[N+](C)C)C.F[P-](F)(F)(F)(F)F.CCN(C(C)C)C(C)C, predict the reaction product. The product is: [NH2:1][C:2]1[C:10]([O:11][CH3:12])=[CH:9][C:5]([C:6]([N:14]2[CH2:19][CH2:18][O:17][CH2:16][CH2:15]2)=[O:8])=[C:4]([F:13])[CH:3]=1. (3) Given the reactants C([O:4][C@@H:5]1[C@H:9]([O:10]C(=O)C)[C@@H:8]([CH3:14])[O:7][C@H:6]1[N:15]1[CH:45]=[C:44]([F:46])[C:19]([NH:20][C:21]([O:23][CH2:24][CH2:25][CH:26]([CH3:43])[CH2:27][CH2:28][CH2:29][CH:30]([CH3:42])[CH2:31][CH2:32][CH2:33][CH:34]([CH3:41])[CH2:35][CH2:36][CH2:37][CH:38]([CH3:40])[CH3:39])=[O:22])=[N:18][C:16]1=[O:17])(=O)C.[OH-].[Na+].Cl, predict the reaction product. The product is: [F:46][C:44]1[C:19]([NH:20][C:21]([O:23][CH2:24][CH2:25][CH:26]([CH3:43])[CH2:27][CH2:28][CH2:29][CH:30]([CH3:42])[CH2:31][CH2:32][CH2:33][CH:34]([CH3:41])[CH2:35][CH2:36][CH2:37][CH:38]([CH3:40])[CH3:39])=[O:22])=[N:18][C:16](=[O:17])[N:15]([CH:45]=1)[C@@H:6]1[O:7][C@H:8]([CH3:14])[C@@H:9]([OH:10])[C@H:5]1[OH:4].